Task: Predict the reaction yield, written as a fraction of the theoretical maximum amount of product (1.0 means a 100% yield; for example, 0.34 means a 34% yield).. Dataset: Buchwald-Hartwig C-N cross coupling reaction yields with 55,370 reactions (1) The reactants are Clc1cccnc1.Cc1ccc(N)cc1.O=S(=O)(O[Pd]1c2ccccc2-c2ccccc2N~1)C(F)(F)F.CC(C)c1cc(C(C)C)c(-c2ccccc2P(C(C)(C)C)C(C)(C)C)c(C(C)C)c1.CN(C)C(=NC(C)(C)C)N(C)C.c1ccc(CN(Cc2ccccc2)c2ccon2)cc1. No catalyst specified. The product is Cc1ccc(Nc2cccnc2)cc1. The yield is 0.375. (2) The reactants are Brc1cccnc1.Cc1ccc(N)cc1.O=S(=O)(O[Pd]1c2ccccc2-c2ccccc2N~1)C(F)(F)F.CC(C)c1cc(C(C)C)c(-c2ccccc2P(C(C)(C)C)C(C)(C)C)c(C(C)C)c1.CCN=P(N=P(N(C)C)(N(C)C)N(C)C)(N(C)C)N(C)C.Cc1cc(-n2cccc2)no1. No catalyst specified. The product is Cc1ccc(Nc2cccnc2)cc1. The yield is 0.687. (3) The reactants are Ic1ccccn1.Cc1ccc(N)cc1.O=S(=O)(O[Pd]1c2ccccc2-c2ccccc2N~1)C(F)(F)F.CC(C)c1cc(C(C)C)c(-c2ccccc2P(C2CCCCC2)C2CCCCC2)c(C(C)C)c1.CN1CCCN2CCCN=C12.c1ccc(-c2ccno2)cc1. No catalyst specified. The product is Cc1ccc(Nc2ccccn2)cc1. The yield is 0.548. (4) The reactants are Brc1cccnc1.Cc1ccc(N)cc1.O=S(=O)(O[Pd]1c2ccccc2-c2ccccc2N~1)C(F)(F)F.CC(C)c1cc(C(C)C)c(-c2ccccc2P(C2CCCCC2)C2CCCCC2)c(C(C)C)c1.CN1CCCN2CCCN=C12.c1ccc(-c2ccon2)cc1. No catalyst specified. The product is Cc1ccc(Nc2cccnc2)cc1. The yield is 0.320.